This data is from Forward reaction prediction with 1.9M reactions from USPTO patents (1976-2016). The task is: Predict the product of the given reaction. Given the reactants ClC(Cl)(O[C:5](=[O:11])OC(Cl)(Cl)Cl)Cl.[NH2:13][C:14]1[CH:23]=[CH:22][C:21]([C:24]([C:26]2[N:34]3[C:29]([CH:30]=[CH:31][CH:32]=[CH:33]3)=[C:28]([O:35][CH3:36])[CH:27]=2)=[O:25])=[CH:20][C:15]=1[C:16](OC)=[O:17].[NH2:37][CH2:38][C:39]([O:41][CH2:42][CH3:43])=[O:40].C(N([CH2:49][CH3:50])CC)C, predict the reaction product. The product is: [CH3:36][O:35][C:28]1[C:27]([C:50]2[CH:49]=[CH:16][CH:15]=[CH:14][CH:23]=2)=[C:26]([C:24]([C:21]2[CH:20]=[C:15]3[C:14](=[CH:23][CH:22]=2)[NH:13][C:5](=[O:11])[N:37]([CH2:38][C:39]([O:41][CH2:42][CH3:43])=[O:40])[C:16]3=[O:17])=[O:25])[N:34]2[C:29]=1[CH:30]=[CH:31][CH:32]=[CH:33]2.